This data is from Reaction yield outcomes from USPTO patents with 853,638 reactions. The task is: Predict the reaction yield, written as a fraction of the theoretical maximum amount of product (1.0 means a 100% yield; for example, 0.34 means a 34% yield). The reactants are [NH:1]1[C:5]2[CH:6]=[CH:7][CH:8]=[CH:9][C:4]=2[N:3]=[C:2]1[S:10][CH2:11][C:12]1[CH:28]=[CH:27][C:15]([C:16]([NH:18][CH2:19][CH:20]2[CH2:24][CH2:23][CH2:22][N:21]2[CH2:25][CH3:26])=[O:17])=[CH:14][CH:13]=1.C(=O)([O-])[O-].[K+].[K+].Br[CH2:36][C:37]([NH:39][C:40]1[CH:45]=[C:44]([CH:46]([CH3:48])[CH3:47])[CH:43]=[CH:42][C:41]=1[CH3:49])=[O:38]. The catalyst is CN(C=O)C. The product is [CH2:25]([N:21]1[CH2:22][CH2:23][CH2:24][CH:20]1[CH2:19][NH:18][C:16](=[O:17])[C:15]1[CH:14]=[CH:13][C:12]([CH2:11][S:10][C:2]2[N:3]([CH2:36][C:37]([NH:39][C:40]3[CH:45]=[C:44]([CH:46]([CH3:47])[CH3:48])[CH:43]=[CH:42][C:41]=3[CH3:49])=[O:38])[C:4]3[CH:9]=[CH:8][CH:7]=[CH:6][C:5]=3[N:1]=2)=[CH:28][CH:27]=1)[CH3:26]. The yield is 0.410.